This data is from Catalyst prediction with 721,799 reactions and 888 catalyst types from USPTO. The task is: Predict which catalyst facilitates the given reaction. Reactant: [F:1][C:2]1([F:15])[CH2:7][CH2:6][N:5]([CH:8]2[CH2:13][CH2:12][C:11](=O)[CH2:10][CH2:9]2)[CH2:4][CH2:3]1.[NH:16]1[CH2:20][CH2:19][CH2:18][CH2:17]1.C1(C)C=CC(S(O)(=O)=O)=CC=1. Product: [F:1][C:2]1([F:15])[CH2:7][CH2:6][N:5]([CH:8]2[CH2:13][CH2:12][C:11]([N:16]3[CH2:20][CH2:19][CH2:18][CH2:17]3)=[CH:10][CH2:9]2)[CH2:4][CH2:3]1. The catalyst class is: 244.